From a dataset of NCI-60 drug combinations with 297,098 pairs across 59 cell lines. Regression. Given two drug SMILES strings and cell line genomic features, predict the synergy score measuring deviation from expected non-interaction effect. (1) Drug 1: CC(C1=C(C=CC(=C1Cl)F)Cl)OC2=C(N=CC(=C2)C3=CN(N=C3)C4CCNCC4)N. Drug 2: CNC(=O)C1=CC=CC=C1SC2=CC3=C(C=C2)C(=NN3)C=CC4=CC=CC=N4. Cell line: SF-539. Synergy scores: CSS=15.0, Synergy_ZIP=-2.29, Synergy_Bliss=3.18, Synergy_Loewe=0.151, Synergy_HSA=4.26. (2) Drug 1: CN(C)C1=NC(=NC(=N1)N(C)C)N(C)C. Drug 2: C1=NC2=C(N1)C(=S)N=CN2. Cell line: IGROV1. Synergy scores: CSS=11.6, Synergy_ZIP=2.82, Synergy_Bliss=8.21, Synergy_Loewe=3.95, Synergy_HSA=7.16. (3) Drug 1: C1CN1P(=S)(N2CC2)N3CC3. Drug 2: CN1C2=C(C=C(C=C2)N(CCCl)CCCl)N=C1CCCC(=O)O.Cl. Cell line: KM12. Synergy scores: CSS=6.78, Synergy_ZIP=-0.826, Synergy_Bliss=2.17, Synergy_Loewe=-4.61, Synergy_HSA=-2.20. (4) Drug 1: CC(C)(C#N)C1=CC(=CC(=C1)CN2C=NC=N2)C(C)(C)C#N. Drug 2: C1=NNC2=C1C(=O)NC=N2. Cell line: MOLT-4. Synergy scores: CSS=7.76, Synergy_ZIP=-3.11, Synergy_Bliss=0.133, Synergy_Loewe=6.35, Synergy_HSA=-0.0858. (5) Synergy scores: CSS=44.0, Synergy_ZIP=-3.18, Synergy_Bliss=-1.21, Synergy_Loewe=1.42, Synergy_HSA=2.94. Drug 2: CNC(=O)C1=NC=CC(=C1)OC2=CC=C(C=C2)NC(=O)NC3=CC(=C(C=C3)Cl)C(F)(F)F. Cell line: TK-10. Drug 1: COC1=C(C=C2C(=C1)N=CN=C2NC3=CC(=C(C=C3)F)Cl)OCCCN4CCOCC4.